From a dataset of Reaction yield outcomes from USPTO patents with 853,638 reactions. Predict the reaction yield, written as a fraction of the theoretical maximum amount of product (1.0 means a 100% yield; for example, 0.34 means a 34% yield). (1) The reactants are [O:1]1[CH:5]=[CH:4][CH:3]=[C:2]1[C:6]1[CH:7]=[CH:8][C:9]([C:12]([N:14]([CH2:18][C:19]2[CH:35]=[CH:34][CH:33]=[CH:32][C:20]=2[O:21][CH2:22][CH2:23][CH2:24][CH2:25][CH2:26][C:27]([O:29]CC)=[O:28])[CH:15]([CH3:17])[CH3:16])=[O:13])=[N:10][CH:11]=1.O.[OH-].[Li+]. The catalyst is C1COCC1.O.CO. The product is [O:1]1[CH:5]=[CH:4][CH:3]=[C:2]1[C:6]1[CH:7]=[CH:8][C:9]([C:12]([N:14]([CH2:18][C:19]2[CH:35]=[CH:34][CH:33]=[CH:32][C:20]=2[O:21][CH2:22][CH2:23][CH2:24][CH2:25][CH2:26][C:27]([OH:29])=[O:28])[CH:15]([CH3:17])[CH3:16])=[O:13])=[N:10][CH:11]=1. The yield is 0.328. (2) The reactants are [F:1][C:2]1[CH:7]=[CH:6][C:5]([F:8])=[CH:4][C:3]=1[C@H:9]1[CH2:13][CH2:12][CH2:11][N:10]1[C:14]1[CH:19]=[CH:18][N:17]2[N:20]=[CH:21][C:22]([NH:23][C:24]([C:26]3([C:29]([O:31]C)=[O:30])[CH2:28][CH2:27]3)=[O:25])=[C:16]2[N:15]=1.O.[OH-].[Li+].Cl. The catalyst is C1COCC1.CO.O.O. The product is [F:1][C:2]1[CH:7]=[CH:6][C:5]([F:8])=[CH:4][C:3]=1[C@H:9]1[CH2:13][CH2:12][CH2:11][N:10]1[C:14]1[CH:19]=[CH:18][N:17]2[N:20]=[CH:21][C:22]([NH:23][C:24]([C:26]3([C:29]([OH:31])=[O:30])[CH2:27][CH2:28]3)=[O:25])=[C:16]2[N:15]=1. The yield is 0.820. (3) The catalyst is CS(C)=O. The yield is 1.00. The product is [CH2:9]([O:8][C:6](=[O:7])[C:5]1[CH:11]=[CH:12][C:2]([NH:22][CH:16]2[CH2:21][CH2:20][CH2:19][CH2:18][CH2:17]2)=[C:3]([N+:13]([O-:15])=[O:14])[CH:4]=1)[CH3:10]. The reactants are Cl[C:2]1[CH:12]=[CH:11][C:5]([C:6]([O:8][CH2:9][CH3:10])=[O:7])=[CH:4][C:3]=1[N+:13]([O-:15])=[O:14].[CH:16]1([NH2:22])[CH2:21][CH2:20][CH2:19][CH2:18][CH2:17]1.O. (4) The reactants are Cl[C:2]1[N:3]([C:13]2[CH:18]=[CH:17][C:16]([N:19]([CH3:21])[CH3:20])=[CH:15][CH:14]=2)[C:4]2[C:9]([C:10]=1[CH:11]=[O:12])=[CH:8][CH:7]=[CH:6][CH:5]=2.[NH:22]1[CH2:27][CH2:26][NH:25][CH2:24][CH2:23]1. No catalyst specified. The product is [CH3:20][N:19]([CH3:21])[C:16]1[CH:17]=[CH:18][C:13]([N:3]2[C:4]3[C:9](=[CH:8][CH:7]=[CH:6][CH:5]=3)[C:10]([CH:11]=[O:12])=[C:2]2[N:22]2[CH2:27][CH2:26][NH:25][CH2:24][CH2:23]2)=[CH:14][CH:15]=1. The yield is 0.510. (5) The reactants are [F:1][C:2]1[CH:7]=[CH:6][C:5]([N:8]2[C:16]3[C:11](=[CH:12][C:13]([CH:17]=[O:18])=[CH:14][CH:15]=3)[CH:10]=[N:9]2)=[CH:4][CH:3]=1.[CH2:19]([Mg]Br)[CH:20]([CH3:22])[CH3:21]. The catalyst is C1COCC1.CCOCC. The product is [F:1][C:2]1[CH:3]=[CH:4][C:5]([N:8]2[C:16]3[C:11](=[CH:12][C:13]([CH:17]([OH:18])[CH2:19][CH:20]([CH3:22])[CH3:21])=[CH:14][CH:15]=3)[CH:10]=[N:9]2)=[CH:6][CH:7]=1. The yield is 0.490.